The task is: Predict which catalyst facilitates the given reaction.. This data is from Catalyst prediction with 721,799 reactions and 888 catalyst types from USPTO. (1) The catalyst class is: 9. Product: [Br:26][C:24]1[CH:23]=[CH:22][C:21]([CH3:27])=[C:20]([N:19]2[CH2:6][CH2:7][N:8]([C:9]([O:11][C:12]([CH3:15])([CH3:14])[CH3:13])=[O:10])[CH2:16][C:17]2=[O:18])[CH:25]=1. Reactant: CS(O[CH2:6][CH2:7][N:8]([CH2:16][C:17]([NH:19][C:20]1[CH:25]=[C:24]([Br:26])[CH:23]=[CH:22][C:21]=1[CH3:27])=[O:18])[C:9]([O:11][C:12]([CH3:15])([CH3:14])[CH3:13])=[O:10])(=O)=O.[H-].[Na+].CO. (2) Product: [CH3:11][O:10][C:9]1[CH:8]=[CH:7][C:4]([CH:5]=[O:6])=[CH:3][C:2]=1[O:1][CH2:35][CH2:34][CH2:33][O:32][CH3:31]. Reactant: [OH:1][C:2]1[CH:3]=[C:4]([CH:7]=[CH:8][C:9]=1[O:10][CH3:11])[CH:5]=[O:6].C1(P(C2C=CC=CC=2)C2C=CC=CC=2)C=CC=CC=1.[CH3:31][O:32][CH2:33][CH2:34][CH2:35]O.CC(OC(/N=N/C(OC(C)C)=O)=O)C. The catalyst class is: 182. (3) Reactant: Br[C:2]1[CH:7]=[CH:6][N:5]=[C:4]([O:8][CH:9]2[CH2:14][CH2:13][O:12][CH2:11][CH2:10]2)[CH:3]=1.CC1(C)C(C)(C)[O:19][B:18](B2OC(C)(C)C(C)(C)O2)[O:17]1.C([O-])(=O)C.[K+]. Product: [O:12]1[CH2:13][CH2:14][CH:9]([O:8][C:4]2[CH:3]=[C:2]([B:18]([OH:19])[OH:17])[CH:7]=[CH:6][N:5]=2)[CH2:10][CH2:11]1. The catalyst class is: 16. (4) Reactant: [H-].[Na+].[OH:3][CH2:4][C:5]1([C:8]#[N:9])[CH2:7][CH2:6]1.[Br:10][C:11]1[CH:12]=[C:13]([Cl:18])[C:14](Cl)=[N:15][CH:16]=1.C(=O)([O-])O.[Na+]. Product: [Br:10][C:11]1[CH:12]=[C:13]([Cl:18])[C:14]([O:3][CH2:4][C:5]2([C:8]#[N:9])[CH2:7][CH2:6]2)=[N:15][CH:16]=1. The catalyst class is: 118. (5) Reactant: [CH3:1][C:2]1[CH:7]=[CH:6][C:5]([S:8]([NH:11][C@@H:12]([C:21](=[O:27])[NH:22][CH:23]([CH3:26])[CH:24]=O)[CH2:13][C:14]([O:16][C:17]([CH3:20])([CH3:19])[CH3:18])=[O:15])(=[O:10])=[O:9])=[CH:4][CH:3]=1.O.C1(C)C=CC(S(O)(=O)=O)=CC=1. Product: [CH3:24][C:23]1[NH:22][C:21](=[O:27])[C@@H:12]([CH2:13][C:14]([O:16][C:17]([CH3:20])([CH3:19])[CH3:18])=[O:15])[N:11]([S:8]([C:5]2[CH:6]=[CH:7][C:2]([CH3:1])=[CH:3][CH:4]=2)(=[O:10])=[O:9])[CH:26]=1. The catalyst class is: 12.